Dataset: Reaction yield outcomes from USPTO patents with 853,638 reactions. Task: Predict the reaction yield, written as a fraction of the theoretical maximum amount of product (1.0 means a 100% yield; for example, 0.34 means a 34% yield). (1) The reactants are Br[C:2]1[O:11][CH2:10][C:9]2[CH:8]([N:12]([CH3:14])[CH3:13])[CH2:7][C:6]3=[CH:15][N:16]([Si:18]([CH:25]([CH3:27])[CH3:26])([CH:22]([CH3:24])[CH3:23])[CH:19]([CH3:21])[CH3:20])[CH:17]=[C:4]([C:5]=23)[CH:3]=1.[Li]CCCC.[CH3:33][S:34]SC. The catalyst is O1CCCC1.[Cl-].[NH4+]. The product is [CH3:14][N:12]([CH3:13])[CH:8]1[C:9]2[CH2:10][O:11][C:2]([S:34][CH3:33])=[CH:3][C:4]3=[CH:17][N:16]([Si:18]([CH:22]([CH3:24])[CH3:23])([CH:25]([CH3:27])[CH3:26])[CH:19]([CH3:20])[CH3:21])[CH:15]=[C:6]([C:5]=23)[CH2:7]1. The yield is 0.690. (2) The reactants are [CH3:1][O:2][C:3](=[O:17])[C:4]1[CH:9]=[CH:8][C:7](N)=[CH:6][C:5]=1[C:11]1[CH:16]=[CH:15][CH:14]=[CH:13][CH:12]=1.N([O-])=O.[Na+].O.[I-:23].[K+]. The catalyst is Cl.CC(C)=O.CCOCC. The product is [CH3:1][O:2][C:3](=[O:17])[C:4]1[CH:9]=[CH:8][C:7]([I:23])=[CH:6][C:5]=1[C:11]1[CH:16]=[CH:15][CH:14]=[CH:13][CH:12]=1. The yield is 0.590.